From a dataset of Full USPTO retrosynthesis dataset with 1.9M reactions from patents (1976-2016). Predict the reactants needed to synthesize the given product. Given the product [N:41]1([C:16]2[CH:21]=[CH:20][C:19]([CH:22]3[CH2:27][CH2:26][CH2:25][CH:24]([NH:28][C@@H:29]([C:31]4[C:40]5[C:35](=[CH:36][CH:37]=[CH:38][CH:39]=5)[CH:34]=[CH:33][CH:32]=4)[CH3:30])[CH2:23]3)=[CH:18][CH:17]=2)[CH:45]=[CH:44][N:43]=[CH:42]1, predict the reactants needed to synthesize it. The reactants are: IC1C=CC(C2CCCC(=O)C2)=CC=1.I[C:16]1[CH:21]=[CH:20][C:19]([CH:22]2[CH2:27][CH2:26][CH2:25][CH:24]([NH:28][CH:29]([C:31]3[C:40]4[C:35](=[CH:36][CH:37]=[CH:38][CH:39]=4)[CH:34]=[CH:33][CH:32]=3)[CH3:30])[CH2:23]2)=[CH:18][CH:17]=1.[NH:41]1[CH:45]=[CH:44][N:43]=[CH:42]1.NCC(O)=O.[O-]P([O-])([O-])=O.[K+].[K+].[K+].